From a dataset of Catalyst prediction with 721,799 reactions and 888 catalyst types from USPTO. Predict which catalyst facilitates the given reaction. (1) Reactant: [CH2:1]([C:3]1[C:4]([NH:25][CH2:26][C@@H:27]([C:35]([O:37]C(C)(C)C)=[O:36])[NH:28][C:29]2[CH:34]=[CH:33][CH:32]=[CH:31][N:30]=2)=[N:5][CH:6]=[N:7][C:8]=1[N:9]1[CH2:14][CH2:13][CH:12]([C:15]2[N:24]=[C:23]3[C:18]([CH2:19][CH2:20][CH2:21][NH:22]3)=[CH:17][CH:16]=2)[CH2:11][CH2:10]1)[CH3:2].FC(F)(F)C(O)=O.ClCCl.CO.O.C(O)(=O)C.C1(C)C=CC=CC=1. Product: [CH2:1]([C:3]1[C:4]([NH:25][CH2:26][C@@H:27]([C:35]([OH:37])=[O:36])[NH:28][C:29]2[CH:34]=[CH:33][CH:32]=[CH:31][N:30]=2)=[N:5][CH:6]=[N:7][C:8]=1[N:9]1[CH2:14][CH2:13][CH:12]([C:15]2[N:24]=[C:23]3[C:18]([CH2:19][CH2:20][CH2:21][NH:22]3)=[CH:17][CH:16]=2)[CH2:11][CH2:10]1)[CH3:2]. The catalyst class is: 4. (2) Reactant: [Na+].[I-:2].[C:3]([C:5]1[CH:10]=[CH:9][C:8]([C:11]2[N:12]=[C:13]([C@H:16]([CH3:38])[C@:17]([C:30]3[CH:35]=[CH:34][C:33]([F:36])=[CH:32][C:31]=3[F:37])([O:24][C:25]([O:27][CH2:28]Cl)=[O:26])[CH2:18][N:19]3[CH:23]=[N:22][CH:21]=[N:20]3)[S:14][CH:15]=2)=[CH:7][CH:6]=1)#[N:4]. Product: [C:3]([C:5]1[CH:10]=[CH:9][C:8]([C:11]2[N:12]=[C:13]([C@H:16]([CH3:38])[C@:17]([C:30]3[CH:35]=[CH:34][C:33]([F:36])=[CH:32][C:31]=3[F:37])([O:24][C:25]([O:27][CH2:28][I:2])=[O:26])[CH2:18][N:19]3[CH:23]=[N:22][CH:21]=[N:20]3)[S:14][CH:15]=2)=[CH:7][CH:6]=1)#[N:4]. The catalyst class is: 21.